This data is from Full USPTO retrosynthesis dataset with 1.9M reactions from patents (1976-2016). The task is: Predict the reactants needed to synthesize the given product. (1) The reactants are: [CH3:1][O:2][C:3]1[CH:4]=[C:5]([CH:24]=[CH:25][C:26]=1[O:27][CH3:28])[CH2:6][N:7]([CH2:18][C:19]([O:21]CC)=[O:20])[S:8]([C:11]1[CH:16]=[CH:15][C:14]([CH3:17])=[CH:13][CH:12]=1)(=[O:10])=[O:9].Cl. Given the product [CH3:1][O:2][C:3]1[CH:4]=[C:5]([CH:24]=[CH:25][C:26]=1[O:27][CH3:28])[CH2:6][N:7]([CH2:18][C:19]([OH:21])=[O:20])[S:8]([C:11]1[CH:12]=[CH:13][C:14]([CH3:17])=[CH:15][CH:16]=1)(=[O:10])=[O:9], predict the reactants needed to synthesize it. (2) Given the product [I:10][C:5]1[CH:6]=[C:7]([O:8][CH3:9])[C:2]([O:1][CH:13]([CH3:15])[CH3:14])=[C:3]([O:11][CH3:12])[CH:4]=1, predict the reactants needed to synthesize it. The reactants are: [OH:1][C:2]1[C:7]([O:8][CH3:9])=[CH:6][C:5]([I:10])=[CH:4][C:3]=1[O:11][CH3:12].[CH:13](I)([CH3:15])[CH3:14].[H-].[Na+].O. (3) Given the product [Cl:24][C:25]1[CH:30]=[CH:29][CH:28]=[CH:27][C:26]=1[NH:31][C:2]1[CH:7]=[CH:6][C:5]2[N:8]3[C:21]4[CH:20]=[CH:19][CH:18]=[CH:17][C:16]=4[C:15]([CH3:23])([CH3:22])[C:14]4[C:9]3=[C:10]([CH:11]=[CH:12][CH:13]=4)[C:4]=2[CH:3]=1, predict the reactants needed to synthesize it. The reactants are: Br[C:2]1[CH:7]=[CH:6][C:5]2[N:8]3[C:21]4[CH:20]=[CH:19][CH:18]=[CH:17][C:16]=4[C:15]([CH3:23])([CH3:22])[C:14]4[C:9]3=[C:10]([CH:11]=[CH:12][CH:13]=4)[C:4]=2[CH:3]=1.[Cl:24][C:25]1[CH:30]=[CH:29][CH:28]=[CH:27][C:26]=1[NH2:31].CC(C)([O-])C.[Na+].